Predict the reaction yield, written as a fraction of the theoretical maximum amount of product (1.0 means a 100% yield; for example, 0.34 means a 34% yield). From a dataset of Reaction yield outcomes from USPTO patents with 853,638 reactions. (1) The reactants are [Cl:1][C:2]1[CH:7]=[CH:6][C:5]([C:8]2[N:9]=[C:10]([CH2:13][C:14]([O:16][CH2:17][CH3:18])=[O:15])[S:11][CH:12]=2)=[CH:4][CH:3]=1.C1C(=O)N([Br:26])C(=O)C1.CC(N=NC(C#N)(C)C)(C#N)C. The catalyst is C(Cl)(Cl)(Cl)Cl. The product is [Br:26][CH:13]([C:10]1[S:11][CH:12]=[C:8]([C:5]2[CH:4]=[CH:3][C:2]([Cl:1])=[CH:7][CH:6]=2)[N:9]=1)[C:14]([O:16][CH2:17][CH3:18])=[O:15]. The yield is 0.670. (2) The reactants are C([C:3]1[N:8]=[C:7]([C:9]#[N:10])[C:6]([C:11]([O:13][CH3:14])=[O:12])=[C:5]([NH:15][C:16]2[CH:17]=[C:18]([CH3:22])[CH:19]=[CH:20][CH:21]=2)[N:4]=1)#N.C(N(CC)C(C)C)(C)C.[CH:32]1([NH2:38])[CH2:37][CH2:36][CH2:35][CH2:34][CH2:33]1.C([O-])(O)=O.[Na+]. The catalyst is CN(C=O)C. The product is [C:9]([C:7]1[C:6]([C:11]([O:13][CH3:14])=[O:12])=[C:5]([NH:15][C:16]2[CH:17]=[C:18]([CH3:22])[CH:19]=[CH:20][CH:21]=2)[N:4]=[C:3]([NH:38][CH:32]2[CH2:37][CH2:36][CH2:35][CH2:34][CH2:33]2)[N:8]=1)#[N:10]. The yield is 0.900. (3) The product is [Cl:11][C:12]1[CH:17]=[CH:16][CH:15]=[CH:14][C:13]=1[N:4]1[CH:5]=[C:6]([C:7]([O:9][CH3:10])=[O:8])[C:2]([CH3:1])=[N:3]1. The yield is 0.250. The reactants are [CH3:1][C:2]1[C:6]([C:7]([O:9][CH3:10])=[O:8])=[CH:5][NH:4][N:3]=1.[Cl:11][C:12]1[CH:17]=[CH:16][CH:15]=[CH:14][C:13]=1B(O)O.N1C=CC=CC=1. The catalyst is CN(C)C(=O)C.C([O-])(=O)C.[Cu+2].C([O-])(=O)C. (4) The catalyst is ClCCl. The yield is 1.00. The reactants are [Br:1][C:2]1[CH:3]=[C:4]2[C:9](=[CH:10][CH:11]=1)[NH:8][C@@H:7]([CH:12]1[CH2:14][CH2:13]1)[C@H:6]([CH3:15])[C@H:5]2[NH:16][C:17](=[O:26])[O:18][CH2:19][C:20]1[CH:25]=[CH:24][CH:23]=[CH:22][CH:21]=1.N1C=CC=CC=1.[C:33](Cl)(=[O:35])[CH3:34]. The product is [C:33]([N:8]1[C:9]2[C:4](=[CH:3][C:2]([Br:1])=[CH:11][CH:10]=2)[C@H:5]([NH:16][C:17](=[O:26])[O:18][CH2:19][C:20]2[CH:21]=[CH:22][CH:23]=[CH:24][CH:25]=2)[C@@H:6]([CH3:15])[C@@H:7]1[CH:12]1[CH2:14][CH2:13]1)(=[O:35])[CH3:34]. (5) The reactants are [F:1][C:2]([F:15])([F:14])[C:3]1[CH:12]=[N:11][C:10]2[C:9](=O)[NH:8][CH:7]=[N:6][C:5]=2[CH:4]=1.C1(C)C=CC=CC=1.CCN(C(C)C)C(C)C.O=P(Cl)(Cl)[Cl:34]. The catalyst is CCOC(C)=O.O. The product is [Cl:34][C:9]1[C:10]2[N:11]=[CH:12][C:3]([C:2]([F:15])([F:14])[F:1])=[CH:4][C:5]=2[N:6]=[CH:7][N:8]=1. The yield is 0.960. (6) The reactants are [Br-].CC1(C)[C:7]([CH3:9])(C)[O:6]B([C:10]2[CH:11]=[CH:12][C:13]3[CH2:20][C@H]4[C@]5(CN(CC(F)(F)F)S(=O)(=O)N5)[C@H](CC4)C[C:14]=3C=2)O1.[C:35](=[O:38])([O-])[O-].[Na+].[Na+].[C:41]1(C)C=CC=CC=1. The catalyst is C(OCC)(=O)C.C1C=CC([P]([Pd]([P](C2C=CC=CC=2)(C2C=CC=CC=2)C2C=CC=CC=2)([P](C2C=CC=CC=2)(C2C=CC=CC=2)C2C=CC=CC=2)[P](C2C=CC=CC=2)(C2C=CC=CC=2)C2C=CC=CC=2)(C2C=CC=CC=2)C2C=CC=CC=2)=CC=1. The product is [C:35]([O:6][CH2:7][CH3:9])(=[O:38])[CH3:41].[CH3:10][CH2:11][CH2:12][CH:13]([CH3:20])[CH3:14]. The yield is 0.500. (7) The reactants are [NH2:1][CH2:2][CH2:3][N:4]1[CH:12]=[C:11]2[C:6]([N:7]=[C:8]([C:26]3[CH:31]=[CH:30][C:29]([F:32])=[CH:28][CH:27]=3)[C:9]([C:20]3[CH:25]=[CH:24][N:23]=[CH:22][CH:21]=3)=[C:10]2[C:13]2[CH:18]=[CH:17][C:16]([F:19])=[CH:15][CH:14]=2)=[N:5]1.[CH3:33][S:34](Cl)(=[O:36])=[O:35]. The product is [F:19][C:16]1[CH:17]=[CH:18][C:13]([C:10]2[C:11]3[C:6](=[N:5][N:4]([CH2:3][CH2:2][NH:1][S:34]([CH3:33])(=[O:36])=[O:35])[CH:12]=3)[N:7]=[C:8]([C:26]3[CH:27]=[CH:28][C:29]([F:32])=[CH:30][CH:31]=3)[C:9]=2[C:20]2[CH:25]=[CH:24][N:23]=[CH:22][CH:21]=2)=[CH:14][CH:15]=1. The catalyst is CN(C1C=CN=CC=1)C.N1C=CC=CC=1. The yield is 0.950.